Dataset: Peptide-MHC class II binding affinity with 134,281 pairs from IEDB. Task: Regression. Given a peptide amino acid sequence and an MHC pseudo amino acid sequence, predict their binding affinity value. This is MHC class II binding data. (1) The peptide sequence is LGAVYRYKKLKEMSA. The MHC is DRB1_0101 with pseudo-sequence DRB1_0101. The binding affinity (normalized) is 0.359. (2) The binding affinity (normalized) is 0.441. The MHC is HLA-DQA10401-DQB10402 with pseudo-sequence HLA-DQA10401-DQB10402. The peptide sequence is AAATAGTTVYLAFAA.